Dataset: Full USPTO retrosynthesis dataset with 1.9M reactions from patents (1976-2016). Task: Predict the reactants needed to synthesize the given product. (1) Given the product [CH2:1]([N:8]1[CH2:23][CH2:22][C:11]2[N:12]=[CH:13][N:14]=[C:15]([O:16][C@H:17]3[CH2:21][CH2:20][N:19]([C:30]([CH:27]4[CH2:28][CH2:29][O:24][CH2:25][CH2:26]4)=[O:31])[CH2:18]3)[C:10]=2[CH2:9]1)[C:2]1[CH:7]=[CH:6][CH:5]=[CH:4][CH:3]=1, predict the reactants needed to synthesize it. The reactants are: [CH2:1]([N:8]1[CH2:23][CH2:22][C:11]2[N:12]=[CH:13][N:14]=[C:15]([O:16][C@H:17]3[CH2:21][CH2:20][NH:19][CH2:18]3)[C:10]=2[CH2:9]1)[C:2]1[CH:7]=[CH:6][CH:5]=[CH:4][CH:3]=1.[O:24]1[CH2:29][CH2:28][CH:27]([C:30](Cl)=[O:31])[CH2:26][CH2:25]1.CCN(CC)CC. (2) The reactants are: [CH2:1]([N:8]([CH2:21][C:22]1[CH:40]=[CH:39][C:25]([O:26][C:27]2[CH:32]=[CH:31][C:30]([CH2:33][CH2:34][CH2:35][C:36](O)=[O:37])=[CH:29][CH:28]=2)=[CH:24][CH:23]=1)[C:9]1[CH:14]=[CH:13][CH:12]=[C:11]([NH:15][S:16]([CH3:19])(=[O:18])=[O:17])[C:10]=1[CH3:20])[C:2]1[CH:7]=[CH:6][CH:5]=[CH:4][CH:3]=1.Cl.C[O:43][C:44](=[O:52])[C@H:45]([CH2:47][C:48]([O:50]C)=[O:49])[NH2:46]. Given the product [CH2:1]([N:8]([CH2:21][C:22]1[CH:23]=[CH:24][C:25]([O:26][C:27]2[CH:28]=[CH:29][C:30]([CH2:33][CH2:34][CH2:35][C:36]([NH:46][C@H:45]([C:44]([OH:43])=[O:52])[CH2:47][C:48]([OH:50])=[O:49])=[O:37])=[CH:31][CH:32]=2)=[CH:39][CH:40]=1)[C:9]1[CH:14]=[CH:13][CH:12]=[C:11]([NH:15][S:16]([CH3:19])(=[O:17])=[O:18])[C:10]=1[CH3:20])[C:2]1[CH:3]=[CH:4][CH:5]=[CH:6][CH:7]=1, predict the reactants needed to synthesize it. (3) Given the product [CH3:1][Si:2]([CH3:24])([CH3:23])[CH2:3][CH2:4][O:5][CH2:6][O:7][C:8]1[C:17]2[C:12](=[CH:13][CH:14]=[CH:15][CH:16]=2)[CH:11]=[C:10]([OH:18])[CH:9]=1, predict the reactants needed to synthesize it. The reactants are: [CH3:1][Si:2]([CH3:24])([CH3:23])[CH2:3][CH2:4][O:5][CH2:6][O:7][C:8]1[C:17]2[C:12](=[CH:13][CH:14]=[CH:15][CH:16]=2)[CH:11]=[C:10]([O:18]C(=O)OC)[CH:9]=1.C[O-].[Na+].CC(O)=O. (4) Given the product [NH2:1][C:2]1[N:7]=[C:6]([C:8]2[CH:9]=[C:10]3[C:11]([C:12]([NH2:13])=[N:27][NH:28]3)=[CH:14][CH:15]=2)[CH:5]=[C:4]([N:17]2[CH2:22][CH2:21][O:26][CH2:19][C@H:18]2[CH:23]([CH3:24])[CH3:25])[N:3]=1, predict the reactants needed to synthesize it. The reactants are: [NH2:1][C:2]1[N:7]=[C:6]([C:8]2[CH:15]=[CH:14][C:11]([C:12]#[N:13])=[C:10](F)[CH:9]=2)[CH:5]=[C:4]([N:17]2[CH2:22][CH2:21]O[CH2:19][C@H:18]2[CH:23]([CH3:25])[CH3:24])[N:3]=1.[OH2:26].[NH2:27][NH2:28].